This data is from Catalyst prediction with 721,799 reactions and 888 catalyst types from USPTO. The task is: Predict which catalyst facilitates the given reaction. (1) Reactant: C1(OC)C=CC=CC=1.FC(F)(F)C(O)=O.[CH3:16][O:17][C:18]([C:20]1[CH:21]=[C:22]([CH:32]=[CH:33][CH:34]=1)[O:23][CH2:24][C:25]([O:27]C(C)(C)C)=[O:26])=[O:19]. Product: [CH3:16][O:17][C:18]([C:20]1[CH:21]=[C:22]([CH:32]=[CH:33][CH:34]=1)[O:23][CH2:24][C:25]([OH:27])=[O:26])=[O:19]. The catalyst class is: 2. (2) Reactant: [F:1][C:2]1[CH:7]=[CH:6][C:5]([OH:8])=[CH:4][CH:3]=1.C([O-])([O-])=O.[K+].[K+].Cl[CH2:16][C:17](=[O:19])[CH3:18]. Product: [F:1][C:2]1[CH:7]=[CH:6][C:5]([O:8][CH2:16][C:17](=[O:19])[CH3:18])=[CH:4][CH:3]=1. The catalyst class is: 21. (3) Reactant: [CH2:1]([NH2:5])[CH2:2][CH2:3][CH3:4].C(N(CC)CC)C.[CH2:13]([N:20]([CH2:41][CH:42]1[CH2:47][CH2:46][CH:45]([CH2:48][O:49][C:50](ON2C(=O)CCC2=O)=[O:51])[CH2:44][CH2:43]1)[S:21]([NH:24][C:25](=[O:40])[C:26]1[CH:31]=[C:30]([C:32]([F:35])([F:34])[F:33])[CH:29]=[C:28]([C:36]([F:39])([F:38])[F:37])[CH:27]=1)(=[O:23])=[O:22])[C:14]1[CH:19]=[CH:18][CH:17]=[CH:16][CH:15]=1. Product: [CH2:1]([NH:5][C:50](=[O:51])[O:49][CH2:48][CH:45]1[CH2:44][CH2:43][CH:42]([CH2:41][N:20]([CH2:13][C:14]2[CH:19]=[CH:18][CH:17]=[CH:16][CH:15]=2)[S:21]([NH:24][C:25](=[O:40])[C:26]2[CH:31]=[C:30]([C:32]([F:34])([F:35])[F:33])[CH:29]=[C:28]([C:36]([F:37])([F:38])[F:39])[CH:27]=2)(=[O:22])=[O:23])[CH2:47][CH2:46]1)[CH2:2][CH2:3][CH3:4]. The catalyst class is: 4. (4) Reactant: [OH:1][C@H:2]([C:8]1[S:9][CH:10]=[CH:11][CH:12]=1)[CH2:3][C:4]([NH:6][CH3:7])=O.[H-].COCCO[Al+]OCCOC.[Na+].[H-].[OH-].[Na+].[Al]. Product: [CH3:7][NH:6][CH2:4][CH2:3][C@@H:2]([C:8]1[S:9][CH:10]=[CH:11][CH:12]=1)[OH:1]. The catalyst class is: 11. (5) Reactant: [CH3:1][N:2]1[CH2:7][CH2:6][N:5]([C:8]2[CH:15]=[CH:14][CH:13]=[CH:12][C:9]=2[CH:10]=O)[CH2:4][CH2:3]1.[NH:16]1[C:24]2[C:19](=[CH:20][CH:21]=[CH:22][CH:23]=2)[CH2:18][C:17]1=[O:25]. Product: [CH3:1][N:2]1[CH2:7][CH2:6][N:5]([C:8]2[CH:15]=[CH:14][CH:13]=[CH:12][C:9]=2[CH:10]=[C:18]2[C:19]3[C:24](=[CH:23][CH:22]=[CH:21][CH:20]=3)[NH:16][C:17]2=[O:25])[CH2:4][CH2:3]1. The catalyst class is: 8. (6) Reactant: C(OC([N:8]1[CH2:13][CH2:12][CH:11]([CH2:14][O:15][C:16]2[CH:25]=[C:24]3[C:19]([C:20]([NH:26][C:27]4[C:32]([Cl:33])=[CH:31][CH:30]=[C:29]5[O:34][CH2:35][O:36][C:28]=45)=[N:21][CH:22]=[N:23]3)=[C:18]([O:37][CH:38]3[CH2:43][CH2:42][O:41][CH2:40][CH2:39]3)[CH:17]=2)[CH2:10][CH2:9]1)=O)(C)(C)C.FC(F)(F)C(O)=O. Product: [Cl:33][C:32]1[C:27]([NH:26][C:20]2[C:19]3[C:24](=[CH:25][C:16]([O:15][CH2:14][CH:11]4[CH2:10][CH2:9][NH:8][CH2:13][CH2:12]4)=[CH:17][C:18]=3[O:37][CH:38]3[CH2:39][CH2:40][O:41][CH2:42][CH2:43]3)[N:23]=[CH:22][N:21]=2)=[C:28]2[O:36][CH2:35][O:34][C:29]2=[CH:30][CH:31]=1. The catalyst class is: 2. (7) Reactant: [Cl:1][C:2]1[CH:7]=[CH:6][C:5]([N:8]=[C:9]=[O:10])=[CH:4][C:3]=1[C:11]([F:14])([F:13])[F:12].[NH2:15][C:16]1[CH:21]=[CH:20][C:19]([OH:22])=[CH:18][CH:17]=1. Product: [Cl:1][C:2]1[CH:7]=[CH:6][C:5]([NH:8][C:9]([NH:15][C:16]2[CH:21]=[CH:20][C:19]([OH:22])=[CH:18][CH:17]=2)=[O:10])=[CH:4][C:3]=1[C:11]([F:12])([F:13])[F:14]. The catalyst class is: 4. (8) Reactant: Cl.[NH2:2][C@H:3]([CH2:10][C:11]1[CH:16]=[CH:15][C:14]([C:17]2[CH:22]=[CH:21][CH:20]=[C:19]([Cl:23])[CH:18]=2)=[CH:13][CH:12]=1)[CH2:4][C:5]([O:7][CH2:8][CH3:9])=[O:6].Cl[C:25](=[O:31])[C:26]([O:28][CH2:29][CH3:30])=[O:27]. Product: [Cl:23][C:19]1[CH:18]=[C:17]([C:14]2[CH:15]=[CH:16][C:11]([CH2:10][C@@H:3]([NH:2][C:25](=[O:31])[C:26]([O:28][CH2:29][CH3:30])=[O:27])[CH2:4][C:5]([O:7][CH2:8][CH3:9])=[O:6])=[CH:12][CH:13]=2)[CH:22]=[CH:21][CH:20]=1. The catalyst class is: 3. (9) Reactant: [Cl:1][CH:2]([CH3:6])[C:3](Cl)=[O:4].[C:7]1([NH2:13])[CH:12]=[CH:11][CH:10]=[CH:9][CH:8]=1.CN(C=O)C.Cl. Product: [Cl:1][CH:2]([CH3:6])[C:3]([NH:13][C:7]1[CH:12]=[CH:11][CH:10]=[CH:9][CH:8]=1)=[O:4]. The catalyst class is: 47. (10) Reactant: [OH:1][C:2]1[CH:7]=[CH:6][C:5]2[C:8]3([CH2:23][O:24][C:4]=2[CH:3]=1)[C:16]1[C:11](=[CH:12][CH:13]=[CH:14][CH:15]=1)[N:10]([CH2:17][CH2:18][CH:19]([CH3:21])[CH3:20])[C:9]3=[O:22].C([Mg]Cl)(C)C.[F:30][C:31]([F:42])([F:41])[C:32](O[C:32](=[O:33])[C:31]([F:42])([F:41])[F:30])=[O:33]. Product: [OH:1][C:2]1[C:7]([C:32](=[O:33])[C:31]([F:42])([F:41])[F:30])=[CH:6][C:5]2[C:8]3([CH2:23][O:24][C:4]=2[CH:3]=1)[C:16]1[C:11](=[CH:12][CH:13]=[CH:14][CH:15]=1)[N:10]([CH2:17][CH2:18][CH:19]([CH3:21])[CH3:20])[C:9]3=[O:22]. The catalyst class is: 7.